Dataset: Forward reaction prediction with 1.9M reactions from USPTO patents (1976-2016). Task: Predict the product of the given reaction. (1) Given the reactants [F:1][C:2]1([F:13])[CH2:6][CH2:5][CH:4]([C:7]2OC(=O)[S:9][N:8]=2)[CH2:3]1.ClC1C=CC=C(Cl)C=1.[F:22][C:23]([F:32])([F:31])[C:24]#[C:25][C:26]([O:28][CH2:29][CH3:30])=[O:27], predict the reaction product. The product is: [F:1][C:2]1([F:13])[CH2:6][CH2:5][CH:4]([C:7]2[C:25]([C:26]([O:28][CH2:29][CH3:30])=[O:27])=[C:24]([C:23]([F:31])([F:32])[F:22])[S:9][N:8]=2)[CH2:3]1. (2) The product is: [CH3:1][C:2]1([CH3:10])[CH2:7][CH2:6][CH:5]([CH2:8][NH:18][CH2:11][C:12]2[CH:17]=[CH:16][CH:15]=[CH:14][CH:13]=2)[CH2:4][CH2:3]1. Given the reactants [CH3:1][C:2]1([CH3:10])[CH2:7][CH2:6][CH:5]([CH:8]=O)[CH2:4][CH2:3]1.[CH2:11]([NH2:18])[C:12]1[CH:17]=[CH:16][CH:15]=[CH:14][CH:13]=1.C(O)(=O)C.C(O[BH-](OC(=O)C)OC(=O)C)(=O)C.[Na+], predict the reaction product.